Task: Predict the product of the given reaction.. Dataset: Forward reaction prediction with 1.9M reactions from USPTO patents (1976-2016) (1) Given the reactants [CH3:1][C:2]1([CH3:25])[C:6]([C:7]2[CH:8]=[C:9]([CH:14]=[CH:15][C:16]=2OS(C(F)(F)F)(=O)=O)[C:10]([O:12][CH3:13])=[O:11])=[CH:5][CH2:4][CH2:3]1.C(=O)([O-])[O-].[K+].[K+].[F:32][CH:33]([F:50])[C:34]1[CH:35]=[CH:36][C:37]([F:49])=[C:38](B2OC(C)(C)C(C)(C)O2)[CH:39]=1, predict the reaction product. The product is: [F:32][CH:33]([F:50])[C:34]1[CH:35]=[CH:36][C:37]([F:49])=[C:38]([C:16]2[CH:15]=[CH:14][C:9]([C:10]([O:12][CH3:13])=[O:11])=[CH:8][C:7]=2[C:6]2[C:2]([CH3:25])([CH3:1])[CH2:3][CH2:4][CH:5]=2)[CH:39]=1. (2) Given the reactants [CH3:1][O:2][C:3](=[O:32])[C:4]1[CH:9]=[CH:8][C:7]([CH2:10][N:11]2[CH:15]=[C:14]([C:16]3[CH:21]=[CH:20][C:19]([Cl:22])=[CH:18][C:17]=3[Cl:23])[N:13]=[C:12]2[CH2:24][C:25]2[CH:30]=[CH:29][C:28](Br)=[CH:27][CH:26]=2)=[CH:6][CH:5]=1.B(O)(O)[C:34]1[CH:39]=[CH:38][C:37]([NH:40][C:41]([O:43][C:44]([CH3:47])([CH3:46])[CH3:45])=[O:42])=[C:36]([O:48][CH3:49])[CH:35]=1, predict the reaction product. The product is: [CH3:1][O:2][C:3](=[O:32])[C:4]1[CH:9]=[CH:8][C:7]([CH2:10][N:11]2[CH:15]=[C:14]([C:16]3[CH:21]=[CH:20][C:19]([Cl:22])=[CH:18][C:17]=3[Cl:23])[N:13]=[C:12]2[CH2:24][C:25]2[CH:30]=[CH:29][C:28]([C:34]3[CH:39]=[CH:38][C:37]([NH:40][C:41]([O:43][C:44]([CH3:45])([CH3:46])[CH3:47])=[O:42])=[C:36]([O:48][CH3:49])[CH:35]=3)=[CH:27][CH:26]=2)=[CH:6][CH:5]=1. (3) Given the reactants [C:1]([O:5][C:6]([NH:8][CH:9]1[CH:26](C(O)=O)[CH2:25][N:12]2[CH2:13][CH2:14][C:15]3[C:20]([CH:11]2[CH2:10]1)=[CH:19][C:18]([O:21][CH3:22])=[C:17]([O:23][CH3:24])[CH:16]=3)=[O:7])([CH3:4])([CH3:3])[CH3:2].C1(P(N=[N+]=[N-])(C2C=CC=CC=2)=[O:37])C=CC=CC=1.C([N:49]([CH2:52]C)CC)C.[CH3:54][Si:55]([CH3:60])([CH3:59])[CH2:56][CH2:57][OH:58], predict the reaction product. The product is: [CH3:54][Si:55]([CH3:60])([CH3:59])[CH2:56][CH2:57][O:58][C:52](=[O:37])[NH:49][CH:26]1[CH2:25][N:12]2[CH2:13][CH2:14][C:15]3[C:20]([CH:11]2[CH2:10][CH:9]1[NH:8][C:6]([O:5][C:1]([CH3:2])([CH3:3])[CH3:4])=[O:7])=[CH:19][C:18]([O:21][CH3:22])=[C:17]([O:23][CH3:24])[CH:16]=3. (4) Given the reactants [CH3:1][C:2]1([CH3:35])[S:6][C:5]2[CH:7]=[C:8]([CH:11]([N:13]([CH2:28][C:29]3[CH:34]=[CH:33][CH:32]=[CH:31][N:30]=3)[C:14](=[O:27])[CH2:15][CH2:16][C:17]3[CH:22]=[CH:21][CH:20]=[C:19]([C:23]([F:26])([F:25])[F:24])[CH:18]=3)[CH3:12])[CH:9]=[CH:10][C:4]=2[O:3]1.[OH:36]O.O, predict the reaction product. The product is: [CH3:35][C:2]1([CH3:1])[S:6](=[O:36])[C:5]2[CH:7]=[C:8]([CH:11]([N:13]([CH2:28][C:29]3[CH:34]=[CH:33][CH:32]=[CH:31][N:30]=3)[C:14](=[O:27])[CH2:15][CH2:16][C:17]3[CH:22]=[CH:21][CH:20]=[C:19]([C:23]([F:24])([F:25])[F:26])[CH:18]=3)[CH3:12])[CH:9]=[CH:10][C:4]=2[O:3]1. (5) Given the reactants [CH3:1][C:2]1[CH:7]=[C:6]([C:8]2[CH:13]=[CH:12][C:11]([CH2:14][C:15]([O:17]CC)=[O:16])=[CH:10][CH:9]=2)[CH:5]=[CH:4][N:3]=1.[Li+].[OH-].Cl, predict the reaction product. The product is: [CH3:1][C:2]1[CH:7]=[C:6]([C:8]2[CH:13]=[CH:12][C:11]([CH2:14][C:15]([OH:17])=[O:16])=[CH:10][CH:9]=2)[CH:5]=[CH:4][N:3]=1. (6) The product is: [Cl:1][C:2]1[N:3]=[C:4]([N:13]2[CH2:18][CH2:17][O:16][CH2:15][CH2:14]2)[C:5]2[N:10]=[C:9]([CH2:11][NH:20][CH3:19])[S:8][C:6]=2[N:7]=1. Given the reactants [Cl:1][C:2]1[N:3]=[C:4]([N:13]2[CH2:18][CH2:17][O:16][CH2:15][CH2:14]2)[C:5]2[N:10]=[C:9]([CH:11]=O)[S:8][C:6]=2[N:7]=1.[CH3:19][NH2:20], predict the reaction product.